Dataset: Peptide-MHC class I binding affinity with 185,985 pairs from IEDB/IMGT. Task: Regression. Given a peptide amino acid sequence and an MHC pseudo amino acid sequence, predict their binding affinity value. This is MHC class I binding data. (1) The peptide sequence is AIISSEATTPV. The MHC is Patr-A0901 with pseudo-sequence Patr-A0901. The binding affinity (normalized) is 0.702. (2) The binding affinity (normalized) is 0.954. The peptide sequence is RLRSSVPGV. The MHC is HLA-A02:03 with pseudo-sequence HLA-A02:03. (3) The peptide sequence is TPVEIVVDM. The binding affinity (normalized) is 0.150. The MHC is HLA-B51:01 with pseudo-sequence HLA-B51:01. (4) The peptide sequence is RRRRRRAAL. The MHC is HLA-B45:06 with pseudo-sequence HLA-B45:06. The binding affinity (normalized) is 0.213. (5) The peptide sequence is KMEALQRKY. The MHC is HLA-A30:02 with pseudo-sequence HLA-A30:02. The binding affinity (normalized) is 0.619. (6) The peptide sequence is GLYSSTVPV. The MHC is Mamu-B01 with pseudo-sequence Mamu-B01. The binding affinity (normalized) is 0. (7) The peptide sequence is KSVQNNTVL. The MHC is H-2-Db with pseudo-sequence H-2-Db. The binding affinity (normalized) is 0.804. (8) The peptide sequence is ETGFVIPEI. The MHC is HLA-A02:01 with pseudo-sequence HLA-A02:01. The binding affinity (normalized) is 0.207. (9) The peptide sequence is IMYRYGNL. The MHC is H-2-Db with pseudo-sequence H-2-Db. The binding affinity (normalized) is 0.304. (10) The peptide sequence is MGVRNSVLSG. The MHC is Mamu-B08 with pseudo-sequence Mamu-B08. The binding affinity (normalized) is 0.